This data is from Full USPTO retrosynthesis dataset with 1.9M reactions from patents (1976-2016). The task is: Predict the reactants needed to synthesize the given product. (1) Given the product [Cl:1][C:2]1[CH:3]=[CH:4][C:5]([O:22][CH3:23])=[C:6]([C:8]2[C:12]([NH2:13])=[CH:11][N:10]([CH3:21])[N:9]=2)[CH:7]=1, predict the reactants needed to synthesize it. The reactants are: [Cl:1][C:2]1[CH:3]=[CH:4][C:5]([O:22][CH3:23])=[C:6]([C:8]2[C:12]([NH:13]C(=O)OC(C)(C)C)=[CH:11][N:10]([CH3:21])[N:9]=2)[CH:7]=1.Cl. (2) The reactants are: [ClH:1].[CH3:2][CH2:3][C@@:4]1([OH:32])[C:9](=[O:10])[O:8][CH2:7][C:6]2[C:11]([N:13]3[C:17](=[CH:18][C:5]1=2)[C:16]1[N:19]=[C:20]2[C:25](=[CH:26][C:15]=1[CH2:14]3)[C:24]([CH2:27][N:28]([CH3:30])[CH3:29])=[C:23]([OH:31])[CH:22]=[CH:21]2)=[O:12].CC(O)=O. Given the product [CH3:2][CH2:3][C@@:4]1([OH:32])[C:9](=[O:10])[O:8][CH2:7][C:6]2[C:11]([N:13]3[C:17](=[CH:18][C:5]1=2)[C:16]1[N:19]=[C:20]2[CH:21]=[CH:22][C:23]([OH:31])=[C:24]([CH2:27][N:28]([CH3:29])[CH3:30])[C:25]2=[CH:26][C:15]=1[CH2:14]3)=[O:12].[ClH:1], predict the reactants needed to synthesize it.